Task: Predict the reaction yield, written as a fraction of the theoretical maximum amount of product (1.0 means a 100% yield; for example, 0.34 means a 34% yield).. Dataset: Reaction yield outcomes from USPTO patents with 853,638 reactions (1) The reactants are C(OC[N:9]1[C:13]2[N:14]=[C:15]([NH:28][C:29]3[CH:34]=[C:33]([F:35])[C:32]([O:36][CH2:37][CH2:38][O:39][CH3:40])=[C:31]([F:41])[CH:30]=3)[N:16]=[C:17]([O:18][C:19]3[CH:24]=[CH:23][CH:22]=[C:21]([N+:25]([O-:27])=[O:26])[CH:20]=3)[C:12]=2[CH:11]=[CH:10]1)(=O)C(C)(C)C.CO.[OH-].[Na+]. The catalyst is O. The product is [F:41][C:31]1[CH:30]=[C:29]([NH:28][C:15]2[N:16]=[C:17]([O:18][C:19]3[CH:24]=[CH:23][CH:22]=[C:21]([N+:25]([O-:27])=[O:26])[CH:20]=3)[C:12]3[CH:11]=[CH:10][NH:9][C:13]=3[N:14]=2)[CH:34]=[C:33]([F:35])[C:32]=1[O:36][CH2:37][CH2:38][O:39][CH3:40]. The yield is 0.400. (2) The reactants are [CH2:1]([C@H:8]1[CH2:13][N:12]([C:14]2[CH:19]=[CH:18][C:17]([O:20][CH3:21])=[C:16]([O:22][CH:23]3[CH2:27][CH2:26][CH2:25][CH2:24]3)[CH:15]=2)[CH2:11][CH2:10][N:9]1[C:28](=[O:35])[CH2:29][C:30]1[N:31]=[CH:32][NH:33][CH:34]=1)[C:2]1[CH:7]=[CH:6][CH:5]=[CH:4][CH:3]=1.Br[CH:37]([CH3:39])[CH3:38]. The product is [CH2:1]([C@H:8]1[CH2:13][N:12]([C:14]2[CH:19]=[CH:18][C:17]([O:20][CH3:21])=[C:16]([O:22][CH:23]3[CH2:27][CH2:26][CH2:25][CH2:24]3)[CH:15]=2)[CH2:11][CH2:10][N:9]1[C:28](=[O:35])[CH2:29][C:30]1[N:31]=[CH:32][N:33]([CH:37]([CH3:39])[CH3:38])[CH:34]=1)[C:2]1[CH:3]=[CH:4][CH:5]=[CH:6][CH:7]=1. No catalyst specified. The yield is 0.200. (3) The reactants are [Na].C([O:4][C:5]([CH:7]1[CH2:12][CH2:11][N:10]([C:13]([O:15][CH2:16][C:17]2[CH:22]=[CH:21][CH:20]=[CH:19][CH:18]=2)=[O:14])[CH2:9][C:8]1=O)=O)C.S(O)(O)(=O)=O.[CH3:29][S:30][C:31](=[NH:33])[NH2:32]. The catalyst is CO. The product is [CH2:16]([O:15][C:13]([N:10]1[CH2:11][CH2:12][C:7]2[C:5]([OH:4])=[N:33][C:31]([S:30][CH3:29])=[N:32][C:8]=2[CH2:9]1)=[O:14])[C:17]1[CH:22]=[CH:21][CH:20]=[CH:19][CH:18]=1. The yield is 0.740. (4) The reactants are Br[C:2]1[N:7]=[C:6]([C:8]([OH:10])=[O:9])[C:5]([OH:11])=[C:4]([O:12][CH2:13][CH3:14])[CH:3]=1.C(N(CC)CC)C. The catalyst is [Pd].CCO. The product is [OH:11][C:5]1[C:6]([C:8]([OH:10])=[O:9])=[N:7][CH:2]=[CH:3][C:4]=1[O:12][CH2:13][CH3:14]. The yield is 0.780. (5) The reactants are [N:1]([CH2:4][CH2:5][C:6]1([O:32][CH3:33])[CH2:11][CH2:10][N:9]([C:12]2[N:17]=[C:16]([NH:18][C:19]3[N:24]=[CH:23][C:22]4[N:25]=[C:26]([CH3:31])[N:27]([CH:28]([CH3:30])[CH3:29])[C:21]=4[CH:20]=3)[CH:15]=[CH:14][N:13]=2)[CH2:8][CH2:7]1)=[N+]=[N-]. The catalyst is [Pd]. The product is [NH2:1][CH2:4][CH2:5][C:6]1([O:32][CH3:33])[CH2:7][CH2:8][N:9]([C:12]2[N:17]=[C:16]([NH:18][C:19]3[N:24]=[CH:23][C:22]4[N:25]=[C:26]([CH3:31])[N:27]([CH:28]([CH3:30])[CH3:29])[C:21]=4[CH:20]=3)[CH:15]=[CH:14][N:13]=2)[CH2:10][CH2:11]1. The yield is 0.680. (6) The reactants are Br[C:2]1[CH:7]=[CH:6][C:5]([C:8]([F:11])([F:10])[F:9])=[CH:4][N:3]=1.[CH2:12]([NH2:14])[CH3:13].C([O-])([O-])=O.[K+].[K+]. The catalyst is C1COCC1. The product is [CH2:12]([NH:14][C:2]1[CH:7]=[CH:6][C:5]([C:8]([F:11])([F:10])[F:9])=[CH:4][N:3]=1)[CH3:13]. The yield is 0.630. (7) The yield is 0.980. The catalyst is [Pd].C(OCC)(=O)C.C(O)C. The product is [NH2:10][C:6]1[CH:5]=[CH:4][C:3]([O:2][CH3:1])=[CH:8][C:7]=1[OH:9]. The reactants are [CH3:1][O:2][C:3]1[CH:4]=[CH:5][C:6]([N+:10]([O-])=O)=[C:7]([OH:9])[CH:8]=1. (8) The reactants are [C:1]([O:4][C:5]1[CH:13]=[CH:12][C:11]([Br:14])=[CH:10][C:6]=1[C:7]([OH:9])=O)(=[O:3])[CH3:2].[NH2:15][C:16]1[O:17][C:18]([CH2:23][CH3:24])=[C:19]([CH2:21][CH3:22])[N:20]=1. No catalyst specified. The product is [C:1]([O:4][C:5]1[CH:13]=[CH:12][C:11]([Br:14])=[CH:10][C:6]=1[C:7]([NH:15][C:16]1[O:17][C:18]([CH2:23][CH3:24])=[C:19]([CH2:21][CH3:22])[N:20]=1)=[O:9])(=[O:3])[CH3:2]. The yield is 0.220.